This data is from Reaction yield outcomes from USPTO patents with 853,638 reactions. The task is: Predict the reaction yield, written as a fraction of the theoretical maximum amount of product (1.0 means a 100% yield; for example, 0.34 means a 34% yield). (1) The reactants are [Cl:1][C:2]1[CH:10]=[C:9]([NH:11][C:12]([CH2:14][C:15]2[CH:20]=[CH:19][CH:18]=[CH:17][C:16]=2[CH3:21])=[O:13])[CH:8]=[CH:7][C:3]=1[C:4]([OH:6])=O.[N+:22]([CH3:25])([O-:24])=[O:23].C(P(=O)(OCC)OCC)#N.C(N(CC)CC)C. The catalyst is CN(C=O)C. The product is [Cl:1][C:2]1[CH:10]=[C:9]([NH:11][C:12](=[O:13])[CH2:14][C:15]2[CH:20]=[CH:19][CH:18]=[CH:17][C:16]=2[CH3:21])[CH:8]=[CH:7][C:3]=1[C:4]([CH2:25][N+:22]([O-:24])=[O:23])=[O:6]. The yield is 0.0100. (2) The reactants are [C:1]1([NH:7][C:8]([C:10]2([C:13]([OH:15])=[O:14])[CH2:12][CH2:11]2)=[O:9])[CH:6]=[CH:5][CH:4]=[CH:3][CH:2]=1.[F:16]C1C=CC(N)=CC=1. No catalyst specified. The product is [F:16][C:4]1[CH:3]=[CH:2][C:1]([NH:7][C:8]([C:10]2([C:13]([OH:15])=[O:14])[CH2:11][CH2:12]2)=[O:9])=[CH:6][CH:5]=1. The yield is 0.570. (3) The reactants are [C:1]1([C@@H:7]2[CH2:12][CH2:11][C@H:10]([O:13][C:14]3[CH:15]=[C:16]4[C:21](=[CH:22][CH:23]=3)[CH:20]=[C:19]([C@:24]3([CH3:30])[CH2:28][O:27][C:26](=[O:29])[NH:25]3)[CH:18]=[CH:17]4)[CH2:9][CH2:8]2)[CH:6]=[CH:5][CH:4]=[CH:3][CH:2]=1.[I:31]N1C(=O)CCC1=O.C(Cl)Cl. The yield is 0.860. The product is [C:1]1([C@H:7]2[CH2:12][CH2:11][C@H:10]([O:13][C:14]3[C:15]([I:31])=[C:16]4[C:21](=[CH:22][CH:23]=3)[CH:20]=[C:19]([C@:24]3([CH3:30])[CH2:28][O:27][C:26](=[O:29])[NH:25]3)[CH:18]=[CH:17]4)[CH2:9][CH2:8]2)[CH:2]=[CH:3][CH:4]=[CH:5][CH:6]=1. The catalyst is [Cl-].[Cl-].[Cl-].[Cl-].[Zr+4]. (4) The reactants are [Cl:1][C:2]1[CH:8]=[CH:7][C:5]([NH2:6])=[CH:4][CH:3]=1.C[N:10]1[CH2:15][CH2:14][O:13]CC1.Cl.CN(C)CCCN=C=NCC.O.O[N:30]1[C:34]2C=CC=C[C:33]=2[N:32]=N1. The catalyst is ClCCl. The product is [Cl:1][C:2]1[CH:8]=[CH:7][C:5]([NH:6][C:14](=[O:13])[CH2:15][N:10]2[N:32]=[CH:33][CH:34]=[N:30]2)=[CH:4][CH:3]=1. The yield is 0.650. (5) The reactants are [F:1][C:2]1[CH:7]=[CH:6][C:5]([C@:8]([C:17]2[CH:22]=[C:21]([O:23][C:24]([F:29])([F:28])[CH:25]([F:27])[F:26])[CH:20]=[C:19]([F:30])[CH:18]=2)([NH2:16])[CH2:9][C:10]2[CH:15]=[CH:14][CH:13]=[CH:12][CH:11]=2)=[CH:4][C:3]=1[O:31][CH:32]([CH3:34])[CH3:33].[F:35][C:36]([F:47])([F:46])[C:37]([C:42]([F:45])([F:44])[F:43])=[CH:38][C:39](O)=[O:40]. The catalyst is C(#N)C. The product is [F:35][C:36]([F:46])([F:47])[C:37]([C:42]([F:43])([F:44])[F:45])=[CH:38][C:39]([NH:16][C@:8]([C:5]1[CH:6]=[CH:7][C:2]([F:1])=[C:3]([O:31][CH:32]([CH3:34])[CH3:33])[CH:4]=1)([C:17]1[CH:22]=[C:21]([O:23][C:24]([F:28])([F:29])[CH:25]([F:27])[F:26])[CH:20]=[C:19]([F:30])[CH:18]=1)[CH2:9][C:10]1[CH:11]=[CH:12][CH:13]=[CH:14][CH:15]=1)=[O:40]. The yield is 0.740. (6) The reactants are [C:14]1(P([C:14]2[CH:19]=[CH:18][CH:17]=[CH:16][CH:15]=2)[C:14]2[CH:19]=[CH:18][CH:17]=[CH:16][CH:15]=2)[CH:19]=[CH:18][CH:17]=[CH:16][CH:15]=1.[N:20](C(OCC)=O)=NC(OCC)=O.[CH:32](O)([CH3:34])C.[CH3:32][CH2:34][CH2:40][CH2:41][CH2:40][CH3:41].[CH2:42]1[CH2:46][O:45][CH2:44][CH2:43]1. No catalyst specified. The product is [N:20]1[CH:40]=[CH:41][CH:44]=[CH:43][C:42]=1[CH:46]1[CH2:34][CH2:32][C:15]2[C:14](=[CH:19][CH:18]=[CH:17][CH:16]=2)[O:45]1. The yield is 0.780. (7) The reactants are [NH2:1][C:2]1[S:3][C:4]([C:10]2[CH:15]=[C:14]([CH3:16])[CH:13]=[CH:12][C:11]=2[CH3:17])=[C:5]([Br:9])[C:6]=1[C:7]#[N:8].[C@@H:18]12[CH2:24][C@@H:21]([CH2:22][CH2:23]1)[CH2:20][C@H:19]2[C:25](Cl)=[O:26]. No catalyst specified. The product is [C@@H:18]12[CH2:24][C@@H:21]([CH2:22][CH2:23]1)[CH2:20][C@H:19]2[C:25]([NH:1][C:2]1[S:3][C:4]([C:10]2[CH:15]=[C:14]([CH3:16])[CH:13]=[CH:12][C:11]=2[CH3:17])=[C:5]([Br:9])[C:6]=1[C:7]#[N:8])=[O:26]. The yield is 0.630. (8) The reactants are [Br:1][C:2]1[CH:3]=[C:4]([CH:6]=[CH:7][CH:8]=1)[NH2:5].Cl[C:10](Cl)(Cl)[CH:11]([OH:13])O.Cl.[NH2:17][OH:18].S([O-])([O-])(=O)=O.[Na+].[Na+].Cl. The catalyst is O. The product is [Br:1][C:2]1[CH:3]=[C:4]([NH:5][C:11](=[O:13])[CH:10]=[N:17][OH:18])[CH:6]=[CH:7][CH:8]=1. The yield is 0.850. (9) The reactants are [CH3:1][C@H:2]1[CH2:7][N:6]([CH2:8][C:9]2[CH:14]=[CH:13][C:12]([N:15]3[CH2:20][CH2:19][O:18][CH2:17][CH2:16]3)=[CH:11][C:10]=2[C:21]([F:24])([F:23])[F:22])[CH2:5][CH2:4][N:3]1C(OC(C)(C)C)=O.FC(F)(F)C(O)=O. The catalyst is ClCCl. The product is [CH3:1][C@@H:2]1[NH:3][CH2:4][CH2:5][N:6]([CH2:8][C:9]2[CH:14]=[CH:13][C:12]([N:15]3[CH2:20][CH2:19][O:18][CH2:17][CH2:16]3)=[CH:11][C:10]=2[C:21]([F:24])([F:22])[F:23])[CH2:7]1. The yield is 0.830. (10) The product is [C:9]([O:13][C:14]([N:16]([CH3:26])[CH2:17][CH:18]([O:25][Si:5]([C:1]([CH3:4])([CH3:3])[CH3:2])([CH3:7])[CH3:6])[C:19](=[CH2:24])[C:20]([O:22][CH3:23])=[O:21])=[O:15])([CH3:11])([CH3:10])[CH3:12]. The catalyst is ClCCl. The reactants are [C:1]([Si:5](Cl)([CH3:7])[CH3:6])([CH3:4])([CH3:3])[CH3:2].[C:9]([O:13][C:14]([N:16]([CH3:26])[CH2:17][CH:18]([OH:25])[C:19](=[CH2:24])[C:20]([O:22][CH3:23])=[O:21])=[O:15])([CH3:12])([CH3:11])[CH3:10].N1C=CN=C1. The yield is 0.920.